This data is from Retrosynthesis with 50K atom-mapped reactions and 10 reaction types from USPTO. The task is: Predict the reactants needed to synthesize the given product. (1) Given the product CC1Cc2ccc(C3CCN(C(=O)CC4CCCC4)CC3)cc2CN1c1cc(N2CCN(C)CC2)nc(N)n1, predict the reactants needed to synthesize it. The reactants are: CC1Cc2ccc(C3CCNCC3)cc2CN1c1cc(N2CCN(C)CC2)nc(N)n1.O=C(Cl)CC1CCCC1. (2) Given the product CS(=O)(=O)NC(=O)C1(c2ccc(Br)cc2)CC1, predict the reactants needed to synthesize it. The reactants are: CS(N)(=O)=O.O=C(O)C1(c2ccc(Br)cc2)CC1. (3) The reactants are: CC(C)(C)OC(=O)NCCOCCN.CC1(c2ccccc2)OC(C(=O)O)=CC1=O. Given the product CC(C)(C)OC(=O)NCCOCCNC(=O)C1=CC(=O)C(C)(c2ccccc2)O1, predict the reactants needed to synthesize it. (4) The reactants are: CC1(C)C(N)=N[C@](C)(c2cc(Br)ccc2F)CS1(=O)=O. Given the product CC1(C)C(N)=N[C@](C)(c2ccccc2F)CS1(=O)=O, predict the reactants needed to synthesize it. (5) Given the product CC#Cc1sc2ncnc(O[C@H](Cc3ccccc3OC3CCCCO3)C(=O)OCC)c2c1I, predict the reactants needed to synthesize it. The reactants are: CC#Cc1sc2ncnc(Cl)c2c1I.CCOC(=O)[C@H](O)Cc1ccccc1OC1CCCCO1. (6) Given the product C/C=C/C(=O)N1C(=O)OC[C@H]1c1ccccc1, predict the reactants needed to synthesize it. The reactants are: C/C=C/C(=O)Cl.O=C1N[C@H](c2ccccc2)CO1. (7) The reactants are: CC(C)(C)OC(=O)c1ccc(OCC(=O)C(C)(C)Oc2ccc(CCCO)cc2)cc1.CS(=O)(=O)Cl. Given the product CC(C)(C)OC(=O)c1ccc(OCC(=O)C(C)(C)Oc2ccc(CCCOS(C)(=O)=O)cc2)cc1, predict the reactants needed to synthesize it.